Predict the product of the given reaction. From a dataset of Forward reaction prediction with 1.9M reactions from USPTO patents (1976-2016). (1) Given the reactants C([O:5][C:6](=[O:28])[CH2:7][N:8]1[C:12]([C:13]2[CH:14]=[CH:15][C:16]3[NH:21][C:20](=[O:22])[O:19][C:18]([CH3:24])([CH3:23])[C:17]=3[CH:25]=2)=[CH:11][CH:10]=[C:9]1[C:26]#[N:27])(C)(C)C.[OH-].[Na+].Cl, predict the reaction product. The product is: [C:26]([C:9]1[N:8]([CH2:7][C:6]([OH:28])=[O:5])[C:12]([C:13]2[CH:14]=[CH:15][C:16]3[NH:21][C:20](=[O:22])[O:19][C:18]([CH3:24])([CH3:23])[C:17]=3[CH:25]=2)=[CH:11][CH:10]=1)#[N:27]. (2) Given the reactants [CH3:1][N:2]1[CH2:6][CH2:5][CH:4]([C:7]([O:9]C)=[O:8])[C:3]1=[O:11].[Si](O[K])(C)(C)C.Cl, predict the reaction product. The product is: [CH3:1][N:2]1[CH2:6][CH2:5][CH:4]([C:7]([OH:9])=[O:8])[C:3]1=[O:11]. (3) Given the reactants Cl[C:2]1[S:3][C:4]([C:13]([O:15][CH3:16])=[O:14])=[C:5]([C:7]2[N:11]([CH3:12])[N:10]=[CH:9][N:8]=2)[N:6]=1.[Cl:17][C:18]1[CH:19]=[C:20]([C:24]([NH:26][C@H:27]2[CH2:32][CH2:31][NH:30][CH2:29][C@H:28]2[O:33][CH2:34][CH2:35][CH3:36])=[O:25])[NH:21][C:22]=1[CH3:23].CCN(C(C)C)C(C)C.O, predict the reaction product. The product is: [Cl:17][C:18]1[CH:19]=[C:20]([C:24]([NH:26][C@@H:27]2[CH2:32][CH2:31][N:30]([C:2]3[S:3][C:4]([C:13]([O:15][CH3:16])=[O:14])=[C:5]([C:7]4[N:11]([CH3:12])[N:10]=[CH:9][N:8]=4)[N:6]=3)[CH2:29][C@@H:28]2[O:33][CH2:34][CH2:35][CH3:36])=[O:25])[NH:21][C:22]=1[CH3:23]. (4) Given the reactants [C:1]1([P:7]([C:25]2[CH:30]=[CH:29][CH:28]=[CH:27][CH:26]=2)([C:9]2[CH:10]=[CH:11][CH:12]=[C:13]3[C:18]=2[NH:17][CH:16]([C:19]2[CH:24]=[CH:23][CH:22]=[CH:21][CH:20]=2)[CH:15]=[CH:14]3)=[O:8])[CH:6]=[CH:5][CH:4]=[CH:3][CH:2]=1, predict the reaction product. The product is: [C:25]1([P:7]([C:1]2[CH:2]=[CH:3][CH:4]=[CH:5][CH:6]=2)([C:9]2[CH:10]=[CH:11][CH:12]=[C:13]3[C:18]=2[N:17]=[C:16]([C:19]2[CH:20]=[CH:21][CH:22]=[CH:23][CH:24]=2)[CH:15]=[CH:14]3)=[O:8])[CH:26]=[CH:27][CH:28]=[CH:29][CH:30]=1. (5) Given the reactants [CH3:1][O:2][CH2:3][O:4][CH2:5][CH2:6][CH2:7][CH2:8][CH2:9][CH2:10][CH2:11][CH2:12][CH2:13][CH:14]=[CH2:15].[CH2:16]([O:18][SiH:19]([O:23][CH2:24][CH3:25])[O:20][CH2:21][CH3:22])[CH3:17], predict the reaction product. The product is: [CH3:1][O:2][CH2:3][O:4][CH2:5][CH2:6][CH2:7][CH2:8][CH2:9][CH2:10][CH2:11][CH2:12][CH2:13][CH2:14][CH2:15][Si:19]([O:23][CH2:24][CH3:25])([O:20][CH2:21][CH3:22])[O:18][CH2:16][CH3:17]. (6) Given the reactants [C:1]1([C:7]2[C:8](=[N:13][NH:14][C:15]3[CH:20]=[CH:19][CH:18]=[CH:17][CH:16]=3)[C:9]([NH2:12])=[N:10][N:11]=2)[CH:6]=[CH:5][CH:4]=[CH:3][CH:2]=1.C(=O)([O-])[O-].[K+].[K+].[I-].[Na+].Cl.Cl[CH2:31][CH2:32][N:33]1[CH2:38][CH2:37][O:36][CH2:35][CH2:34]1, predict the reaction product. The product is: [N:33]1([CH2:32][CH2:31][NH:12][C:9]2[C:8](=[N:13][NH:14][C:15]3[CH:16]=[CH:17][CH:18]=[CH:19][CH:20]=3)[C:7]([C:1]3[CH:2]=[CH:3][CH:4]=[CH:5][CH:6]=3)=[N:11][N:10]=2)[CH2:38][CH2:37][O:36][CH2:35][CH2:34]1.